From a dataset of Forward reaction prediction with 1.9M reactions from USPTO patents (1976-2016). Predict the product of the given reaction. Given the reactants C(OC([N:8]1[CH2:12][CH2:11][CH:10]([N:13]([S:44]([CH3:47])(=[O:46])=[O:45])[CH2:14][C:15]2[CH:20]=[C:19]([O:21][C:22]3[CH:23]=[C:24]4[C:28](=[CH:29][CH:30]=3)[N:27]([C:31](=[O:43])[NH:32][C:33]3[CH:38]=[CH:37][CH:36]=[C:35]([C:39]([F:42])([F:41])[F:40])[CH:34]=3)[CH:26]=[CH:25]4)[N:18]=[CH:17][N:16]=2)[CH2:9]1)=O)(C)(C)C.C(O)(C(F)(F)F)=O, predict the reaction product. The product is: [F:42][C:39]([F:40])([F:41])[C:35]1[CH:34]=[C:33]([NH:32][C:31]([N:27]2[C:28]3[C:24](=[CH:23][C:22]([O:21][C:19]4[CH:20]=[C:15]([CH2:14][N:13]([S:44]([CH3:47])(=[O:46])=[O:45])[CH:10]5[CH2:11][CH2:12][NH:8][CH2:9]5)[N:16]=[CH:17][N:18]=4)=[CH:30][CH:29]=3)[CH:25]=[CH:26]2)=[O:43])[CH:38]=[CH:37][CH:36]=1.